From a dataset of Full USPTO retrosynthesis dataset with 1.9M reactions from patents (1976-2016). Predict the reactants needed to synthesize the given product. (1) Given the product [Br:10][C:9]1[C:4]([NH:3][C:13]2[C:14](=[O:29])[N:15]([CH2:20][C:21]3[CH:22]=[CH:23][C:24]([O:27][CH3:28])=[CH:25][CH:26]=3)[CH:16]=[C:17]([Cl:19])[N:18]=2)=[N:5][CH:6]=[C:7]([CH3:11])[CH:8]=1, predict the reactants needed to synthesize it. The reactants are: [H-].[Na+].[NH2:3][C:4]1[C:9]([Br:10])=[CH:8][C:7]([CH3:11])=[CH:6][N:5]=1.Cl[C:13]1[C:14](=[O:29])[N:15]([CH2:20][C:21]2[CH:26]=[CH:25][C:24]([O:27][CH3:28])=[CH:23][CH:22]=2)[CH:16]=[C:17]([Cl:19])[N:18]=1. (2) Given the product [Cl:1][C:2]1[C:3]([C:17]2[CH:18]=[CH:19][C:14]([Cl:13])=[CH:15][C:16]=2[C:23]([F:24])([F:26])[F:25])=[CH:4][C:5]([N+:9]([O-:11])=[O:10])=[C:6]([CH:8]=1)[NH2:7], predict the reactants needed to synthesize it. The reactants are: [Cl:1][C:2]1[C:3](I)=[CH:4][C:5]([N+:9]([O-:11])=[O:10])=[C:6]([CH:8]=1)[NH2:7].[Cl:13][C:14]1[CH:19]=[CH:18][C:17](B(O)O)=[C:16]([C:23]([F:26])([F:25])[F:24])[CH:15]=1.[O-]P([O-])([O-])=O.[K+].[K+].[K+]. (3) The reactants are: [N+:1]([C:4]1[CH:16]=[CH:15][C:7]([CH2:8][C:9]2[O:13][C:12](=[O:14])[NH:11][N:10]=2)=[CH:6][CH:5]=1)([O-:3])=[O:2].I[CH2:18][CH3:19].CN(C)C=O.[H-].[Na+]. Given the product [CH2:18]([N:11]1[N:10]=[C:9]([CH2:8][C:7]2[CH:15]=[CH:16][C:4]([N+:1]([O-:3])=[O:2])=[CH:5][CH:6]=2)[O:13][C:12]1=[O:14])[CH3:19], predict the reactants needed to synthesize it. (4) Given the product [CH3:17][S:18]([C:7]1[CH:6]=[CH:5][C:4]([CH:8]=[O:10])=[CH:3][CH:2]=1)=[O:21], predict the reactants needed to synthesize it. The reactants are: Cl[C:2]1[CH:7]=[CH:6][CH:5]=[C:4]([C:8]([O:10]O)=O)[CH:3]=1.CC1C=CC([CH:17]=[S:18])=CC=1.[OH-:21].[Ca+2].[OH-]. (5) Given the product [CH3:1][N:2]1[C:6]([C:31]#[C:30][C:24]2[CH:29]=[CH:28][CH:27]=[CH:26][CH:25]=2)=[CH:5][C:4]([C:18]2[CH:19]=[CH:20][CH:21]=[CH:22][CH:23]=2)=[N:3]1, predict the reactants needed to synthesize it. The reactants are: [CH3:1][N:2]1[C:6](OS(C2C=CC(C)=CC=2)(=O)=O)=[CH:5][C:4]([C:18]2[CH:23]=[CH:22][CH:21]=[CH:20][CH:19]=2)=[N:3]1.[C:24]1([C:30]#[CH:31])[CH:29]=[CH:28][CH:27]=[CH:26][CH:25]=1.